Dataset: Peptide-MHC class I binding affinity with 185,985 pairs from IEDB/IMGT. Task: Regression. Given a peptide amino acid sequence and an MHC pseudo amino acid sequence, predict their binding affinity value. This is MHC class I binding data. The peptide sequence is ISRDELWAR. The MHC is HLA-A11:01 with pseudo-sequence HLA-A11:01. The binding affinity (normalized) is 0.0751.